This data is from Full USPTO retrosynthesis dataset with 1.9M reactions from patents (1976-2016). The task is: Predict the reactants needed to synthesize the given product. Given the product [NH:14]1[C:11]2[CH2:12][CH2:13][NH:8][CH2:9][C:10]=2[C:16]([C:17]2[S:21][N:20]=[CH:19][CH:18]=2)=[N:15]1, predict the reactants needed to synthesize it. The reactants are: C(OC([N:8]1[CH2:13][CH2:12][C:11]2[N:14](COCC[Si](C)(C)C)[N:15]=[C:16]([C:17]3[S:21][N:20]=[CH:19][CH:18]=3)[C:10]=2[CH2:9]1)=O)(C)(C)C.O1CCOCC1.